This data is from Catalyst prediction with 721,799 reactions and 888 catalyst types from USPTO. The task is: Predict which catalyst facilitates the given reaction. (1) Reactant: [OH:1][CH2:2][C:3]1[CH:8]=[C:7]([C:9]([F:12])([F:11])[F:10])[CH:6]=[CH:5][C:4]=1[OH:13].Br[CH2:15][C:16]([O:18][C:19]([CH3:22])([CH3:21])[CH3:20])=[O:17].C(=O)([O-])[O-].[K+].[K+]. Product: [OH:1][CH2:2][C:3]1[CH:8]=[C:7]([C:9]([F:11])([F:12])[F:10])[CH:6]=[CH:5][C:4]=1[O:13][CH2:15][C:16]([O:18][C:19]([CH3:22])([CH3:21])[CH3:20])=[O:17]. The catalyst class is: 23. (2) Reactant: C(C1[O:9][C:8](=[O:10])[C@@:7]([C@@H:17]2[CH2:22][CH2:21][CH2:20][C:19]([F:24])([F:23])[CH2:18]2)([C:11]2[CH:16]=[CH:15][CH:14]=[CH:13][CH:12]=2)[O:6]1)(C)(C)C.[OH-].[Na+]. Product: [F:23][C:19]1([F:24])[CH2:20][CH2:21][CH2:22][C@@H:17]([C@@:7]([OH:6])([C:11]2[CH:16]=[CH:15][CH:14]=[CH:13][CH:12]=2)[C:8]([OH:10])=[O:9])[CH2:18]1. The catalyst class is: 5. (3) Reactant: [NH2:1][CH2:2][C:3]1[CH:4]=[C:5]([CH2:9][N:10]2[C:18]3[C:13](=[C:14]([O:19][CH3:20])[CH:15]=[CH:16][CH:17]=3)[C:12]([NH:21][S:22]([C:25]3[S:26][C:27]([Cl:30])=[CH:28][CH:29]=3)(=[O:24])=[O:23])=[N:11]2)[CH:6]=[CH:7][CH:8]=1.C(N(CC)C(C)C)(C)C.[C:40]1(=[O:50])[O:45][C:43](=[O:44])[C:42]2=[CH:46][CH:47]=[CH:48][CH:49]=[C:41]12. Product: [Cl:30][C:27]1[S:26][C:25]([S:22]([NH:21][C:12]2[C:13]3[C:18](=[CH:17][CH:16]=[CH:15][C:14]=3[O:19][CH3:20])[N:10]([CH2:9][C:5]3[CH:4]=[C:3]([CH2:2][NH:1][C:40]([C:41]4[CH:49]=[CH:48][CH:47]=[CH:46][C:42]=4[C:43]([OH:45])=[O:44])=[O:50])[CH:8]=[CH:7][CH:6]=3)[N:11]=2)(=[O:24])=[O:23])=[CH:29][CH:28]=1. The catalyst class is: 1. (4) Reactant: [CH2:1]([N:5]1[C:13]2[N:12]=[C:11]([Cl:14])[NH:10][C:9]=2[C:8](=[O:15])[N:7]([CH2:16][CH2:17][CH2:18][CH2:19][C:20]([OH:22])=O)[C:6]1=[O:23])[CH2:2][CH2:3][CH3:4].[C:24](=[N:32]O)([NH2:31])[C:25]1[CH:30]=[CH:29][CH:28]=[CH:27][CH:26]=1. Product: [CH2:1]([N:5]1[C:13]2[N:12]=[C:11]([Cl:14])[NH:10][C:9]=2[C:8](=[O:15])[N:7]([CH2:16][CH2:17][CH2:18][CH2:19][C:20]2[O:22][N:32]=[C:24]([C:25]3[CH:30]=[CH:29][CH:28]=[CH:27][CH:26]=3)[N:31]=2)[C:6]1=[O:23])[CH2:2][CH2:3][CH3:4]. The catalyst class is: 3. (5) Reactant: [Na].[NH:2]1[C:6]([C:7]2[CH:8]=[C:9]([N:13]3[C:19](=[O:20])[CH2:18][C:17](=[O:21])[NH:16][C:15]4[C:22]5[CH2:23][CH2:24][CH2:25][C:26]=5[CH:27]=[CH:28][C:14]3=4)[CH:10]=[CH:11][CH:12]=2)=[N:5][N:4]=[N:3]1.[CH3:29]I.O. Product: [CH3:29][N:4]1[N:3]=[N:2][C:6]([C:7]2[CH:8]=[C:9]([N:13]3[C:19](=[O:20])[CH2:18][C:17](=[O:21])[NH:16][C:15]4[C:22]5[CH2:23][CH2:24][CH2:25][C:26]=5[CH:27]=[CH:28][C:14]3=4)[CH:10]=[CH:11][CH:12]=2)=[N:5]1.[CH3:29][N:5]1[C:6]([C:7]2[CH:8]=[C:9]([N:13]3[C:19](=[O:20])[CH2:18][C:17](=[O:21])[NH:16][C:15]4[C:22]5[CH2:23][CH2:24][CH2:25][C:26]=5[CH:27]=[CH:28][C:14]3=4)[CH:10]=[CH:11][CH:12]=2)=[N:2][N:3]=[N:4]1. The catalyst class is: 16.